Dataset: NCI-60 drug combinations with 297,098 pairs across 59 cell lines. Task: Regression. Given two drug SMILES strings and cell line genomic features, predict the synergy score measuring deviation from expected non-interaction effect. (1) Drug 1: CCC1=CC2CC(C3=C(CN(C2)C1)C4=CC=CC=C4N3)(C5=C(C=C6C(=C5)C78CCN9C7C(C=CC9)(C(C(C8N6C)(C(=O)OC)O)OC(=O)C)CC)OC)C(=O)OC.C(C(C(=O)O)O)(C(=O)O)O. Drug 2: CC(C)CN1C=NC2=C1C3=CC=CC=C3N=C2N. Cell line: OVCAR-4. Synergy scores: CSS=24.9, Synergy_ZIP=-2.68, Synergy_Bliss=0.349, Synergy_Loewe=-11.3, Synergy_HSA=-0.516. (2) Drug 1: C1=NC2=C(N1)C(=S)N=C(N2)N. Drug 2: C1=NC(=NC(=O)N1C2C(C(C(O2)CO)O)O)N. Cell line: OVCAR3. Synergy scores: CSS=58.3, Synergy_ZIP=2.00, Synergy_Bliss=2.24, Synergy_Loewe=1.94, Synergy_HSA=3.72.